Dataset: Reaction yield outcomes from USPTO patents with 853,638 reactions. Task: Predict the reaction yield, written as a fraction of the theoretical maximum amount of product (1.0 means a 100% yield; for example, 0.34 means a 34% yield). (1) The product is [Cl:1][C:2]1[CH:3]=[CH:4][C:5]([O:8][CH2:10][CH2:11][O:12][CH3:13])=[CH:6][N:7]=1. The catalyst is CN(C)C=O.O.[I-].[K+]. The yield is 0.880. The reactants are [Cl:1][C:2]1[N:7]=[CH:6][C:5]([OH:8])=[CH:4][CH:3]=1.Cl[CH2:10][CH2:11][O:12][CH3:13].C(=O)([O-])[O-].[K+].[K+]. (2) The reactants are COC1C=C(OC)C=CC=1C[N:6]1[C:11]([C:12]2[CH:20]=[CH:19][C:18]3[N:17]4[CH2:21][CH2:22][C:23](=O)[C:16]4=[CH:15][C:14]=3[CH:13]=2)=[C:10]([CH2:25][CH3:26])[CH:9]=[C:8]([C:27]([O:29]C)=[O:28])[C:7]1=[O:31].[NH:38]1[CH2:42][CH2:41][CH2:40][CH2:39]1.[BH-](OC(C)=O)(OC(C)=O)OC(C)=O.[Na+].C(O)(C(F)(F)F)=O. The catalyst is ClCCCl.CC(O)=O. The product is [CH2:25]([C:10]1[CH:9]=[C:8]([C:27]([OH:29])=[O:28])[C:7](=[O:31])[NH:6][C:11]=1[C:12]1[CH:20]=[CH:19][C:18]2[N:17]3[CH2:21][CH2:22][CH:23]([N:38]4[CH2:42][CH2:41][CH2:40][CH2:39]4)[C:16]3=[CH:15][C:14]=2[CH:13]=1)[CH3:26]. The yield is 0.410.